The task is: Predict the reaction yield, written as a fraction of the theoretical maximum amount of product (1.0 means a 100% yield; for example, 0.34 means a 34% yield).. This data is from Reaction yield outcomes from USPTO patents with 853,638 reactions. (1) The reactants are [F:1][C:2]([F:35])([F:34])[C:3]1[CH:4]=[C:5]([C:13]([CH3:33])([CH3:32])[C:14]([N:16]([C:18]2[CH:19]=[N:20][C:21](Cl)=[CH:22][C:23]=2[C:24]2[CH:29]=[CH:28][CH:27]=[CH:26][C:25]=2[Cl:30])[CH3:17])=[O:15])[CH:6]=[C:7]([C:9]([F:12])([F:11])[F:10])[CH:8]=1.CS(C)=O.[CH2:40]([CH2:42][NH2:43])[OH:41]. The catalyst is C(OCC)(=O)C. The product is [F:11][C:9]([F:12])([F:10])[C:7]1[CH:6]=[C:5]([C:13]([CH3:32])([CH3:33])[C:14]([N:16]([C:18]2[CH:19]=[N:20][C:21]([NH:43][CH2:42][CH2:40][OH:41])=[CH:22][C:23]=2[C:24]2[CH:29]=[CH:28][CH:27]=[CH:26][C:25]=2[Cl:30])[CH3:17])=[O:15])[CH:4]=[C:3]([C:2]([F:1])([F:34])[F:35])[CH:8]=1. The yield is 0.930. (2) The reactants are [CH2:1]([O:3][C:4](=[O:12])[C:5]1[CH:10]=[CH:9][CH:8]=[N:7][C:6]=1[NH2:11])[CH3:2].Cl.[Cl:14]OC(C)(C)C. The catalyst is CO. The product is [CH2:1]([O:3][C:4](=[O:12])[C:5]1[CH:10]=[C:9]([Cl:14])[CH:8]=[N:7][C:6]=1[NH2:11])[CH3:2]. The yield is 0.350. (3) The reactants are [F:1][C:2]([F:19])([F:18])[C:3]1[CH:4]=[C:5]([C:9]2([OH:17])[CH2:15][CH:14]3[NH:16][CH:11]([CH2:12][CH2:13]3)[CH2:10]2)[CH:6]=[CH:7][CH:8]=1.[CH3:20][O:21][C:22]1[C:27]2[O:28][C@H:29]([CH2:32]OS(C3C=CC(C)=CC=3)(=O)=O)[CH2:30][O:31][C:26]=2[CH:25]=[CH:24][CH:23]=1. No catalyst specified. The product is [CH3:20][O:21][C:22]1[C:27]2[O:28][C@@H:29]([CH2:32][N:16]3[CH:11]4[CH2:12][CH2:13][CH:14]3[CH2:15][C:9]([C:5]3[CH:6]=[CH:7][CH:8]=[C:3]([C:2]([F:1])([F:18])[F:19])[CH:4]=3)([OH:17])[CH2:10]4)[CH2:30][O:31][C:26]=2[CH:25]=[CH:24][CH:23]=1. The yield is 0.680. (4) The catalyst is C1COCC1. The product is [P:17]([O:1][C:2]1[CH:9]=[CH:8][C:5]([CH:6]=[O:7])=[CH:4][CH:3]=1)([O:16][CH2:46][C:47]1[CH:52]=[CH:51][CH:50]=[CH:49][CH:48]=1)([O:18][CH2:19][C:20]1[CH:25]=[CH:24][CH:23]=[CH:22][CH:21]=1)=[O:26]. The reactants are [OH:1][C:2]1[CH:9]=[CH:8][C:5]([CH:6]=[O:7])=[CH:4][CH:3]=1.CC([O-])(C)C.[K+].[O:16]([CH2:46][C:47]1[CH:52]=[CH:51][CH:50]=[CH:49][CH:48]=1)[P:17](O[P:17]([O:18][CH2:19][C:20]1[CH:25]=[CH:24][CH:23]=[CH:22][CH:21]=1)([O:16][CH2:46][C:47]1[CH:52]=[CH:51][CH:50]=[CH:49][CH:48]=1)=[O:26])(=[O:26])[O:18][CH2:19][C:20]1[CH:25]=[CH:24][CH:23]=[CH:22][CH:21]=1.CCCCCC. The yield is 0.960. (5) The reactants are [CH2:1]([C:4]1[CH:5]=[CH:6][C:7]2[S:11][C:10]([CH2:12][O:13][C:14]3[C:15]([F:24])=[C:16]([C:20]([F:23])=[CH:21][CH:22]=3)[C:17]([NH2:19])=[O:18])=[N:9][C:8]=2[CH:25]=1)[CH:2]=[CH2:3]. The catalyst is CO.[Pd]. The product is [F:24][C:15]1[C:14]([O:13][CH2:12][C:10]2[S:11][C:7]3[CH:6]=[CH:5][C:4]([CH2:1][CH2:2][CH3:3])=[CH:25][C:8]=3[N:9]=2)=[CH:22][CH:21]=[C:20]([F:23])[C:16]=1[C:17]([NH2:19])=[O:18]. The yield is 0.140. (6) The reactants are Br[CH2:2][C:3]([C:5]1[C:6](=[O:26])[O:7][C:8]2[C:13]([CH:14]=1)=[CH:12][CH:11]=[C:10]([O:15][CH2:16][CH2:17][NH:18][C:19](=[O:25])[O:20][C:21]([CH3:24])([CH3:23])[CH3:22])[CH:9]=2)=O.[CH3:27][C:28]1[C:29]([NH2:35])=[N:30][CH:31]=[C:32]([CH3:34])[N:33]=1. The catalyst is CC#N. The product is [CH3:34][C:32]1[N:33]=[C:28]([CH3:27])[C:29]2[N:30]([CH:2]=[C:3]([C:5]3[C:6](=[O:26])[O:7][C:8]4[C:13]([CH:14]=3)=[CH:12][CH:11]=[C:10]([O:15][CH2:16][CH2:17][NH:18][C:19](=[O:25])[O:20][C:21]([CH3:24])([CH3:23])[CH3:22])[CH:9]=4)[N:35]=2)[CH:31]=1. The yield is 0.800. (7) The reactants are [N+:1]([O-:4])([O-])=[O:2].[Na+].[CH:6]1([C:14]#[N:15])[C:9]2[CH:10]=[CH:11][CH:12]=[CH:13][C:8]=2[CH2:7]1. The catalyst is S(=O)(=O)(O)O. The product is [N+:1]([C:11]1[CH:12]=[CH:13][C:8]2[CH2:7][CH:6]([C:14]#[N:15])[C:9]=2[CH:10]=1)([O-:4])=[O:2]. The yield is 0.380. (8) The product is [CH3:11][O:10][C:8](=[O:9])[CH2:7][CH2:6][CH2:5][CH2:4][NH:3][CH2:2][C:30](=[O:31])[CH2:29][CH2:28][N:25]1[CH2:26][CH2:27][CH:22]([O:21][C:19](=[O:20])[NH:18][C:13]2[CH:14]=[CH:15][CH:16]=[CH:17][C:12]=2[C:33]2[CH:34]=[CH:35][CH:36]=[CH:37][CH:38]=2)[CH2:23][CH2:24]1. The reactants are Cl.[CH3:2][NH:3][CH2:4][CH2:5][CH2:6][CH2:7][C:8]([O:10][CH3:11])=[O:9].[C:12]1([C:33]2[CH:38]=[CH:37][CH:36]=[CH:35][CH:34]=2)[CH:17]=[CH:16][CH:15]=[CH:14][C:13]=1[NH:18][C:19]([O:21][CH:22]1[CH2:27][CH2:26][N:25]([CH2:28][CH2:29][C:30](O)=[O:31])[CH2:24][CH2:23]1)=[O:20].ON1C2N=CC=CC=2N=N1.N1C(C)=CC=CC=1C.CCN=C=NCCCN(C)C.Cl.C(=O)(O)[O-].[Na+]. The catalyst is C(Cl)Cl.CO. The yield is 0.690. (9) The reactants are [Cl:1][C:2]1[CH:10]=[CH:9][C:8]2[NH:7][C:6]3[CH2:11][CH2:12][N:13]([C:16]([O:18][C:19]([CH3:22])([CH3:21])[CH3:20])=[O:17])[CH2:14][CH2:15][C:5]=3[C:4]=2[C:3]=1[Cl:23].[H-].[Na+].Br[CH2:27][CH2:28][O:29][C:30]1[CH:35]=[CH:34][CH:33]=[CH:32][CH:31]=1. The catalyst is CN(C=O)C. The product is [Cl:1][C:2]1[CH:10]=[CH:9][C:8]2[N:7]([CH2:27][CH2:28][O:29][C:30]3[CH:35]=[CH:34][CH:33]=[CH:32][CH:31]=3)[C:6]3[CH2:11][CH2:12][N:13]([C:16]([O:18][C:19]([CH3:20])([CH3:22])[CH3:21])=[O:17])[CH2:14][CH2:15][C:5]=3[C:4]=2[C:3]=1[Cl:23]. The yield is 0.130.